Task: Predict the reaction yield, written as a fraction of the theoretical maximum amount of product (1.0 means a 100% yield; for example, 0.34 means a 34% yield).. Dataset: Reaction yield outcomes from USPTO patents with 853,638 reactions The reactants are [Br:1][C:2]1[CH:3]=[CH:4][C:5](F)=[C:6]([C:8]([C:10]2[NH:11][CH:12]=[CH:13][CH:14]=2)=O)[CH:7]=1.O.[NH2:17][NH2:18]. The catalyst is O. The product is [Br:1][C:2]1[CH:7]=[C:6]2[C:5](=[CH:4][CH:3]=1)[NH:18][N:17]=[C:8]2[C:10]1[NH:11][CH:12]=[CH:13][CH:14]=1. The yield is 0.990.